This data is from Full USPTO retrosynthesis dataset with 1.9M reactions from patents (1976-2016). The task is: Predict the reactants needed to synthesize the given product. (1) Given the product [ClH:54].[ClH:54].[C:10]([C:14]1[N:19]=[C:18]([N:20]2[CH2:21][CH2:22][N:23]([CH2:26][CH2:27][CH2:28][CH2:29][NH:30][C:7]([C:4]3[CH:5]=[CH:6][N:1]=[N:2][CH:3]=3)=[O:9])[CH2:24][CH2:25]2)[CH:17]=[C:16]([CH:31]2[CH2:34][CH2:33][CH2:32]2)[N:15]=1)([CH3:13])([CH3:11])[CH3:12], predict the reactants needed to synthesize it. The reactants are: [N:1]1[CH:6]=[CH:5][C:4]([C:7]([OH:9])=O)=[CH:3][N:2]=1.[C:10]([C:14]1[N:19]=[C:18]([N:20]2[CH2:25][CH2:24][N:23]([CH2:26][CH2:27][CH2:28][CH2:29][NH2:30])[CH2:22][CH2:21]2)[CH:17]=[C:16]([CH:31]2[CH2:34][CH2:33][CH2:32]2)[N:15]=1)([CH3:13])([CH3:12])[CH3:11].C(N(C(C)C)CC)(C)C.OC1C2N=NNC=2C=CC=1.[ClH:54].C(N=C=NCCCN(C)C)C. (2) Given the product [CH3:1][CH2:2][N:3]([CH2:6][CH2:7][NH:8][C:9]([C:11]1[C:15]([CH3:16])=[C:14](/[CH:17]=[C:18]2/[C:19]3[CH:24]=[C:23]([F:25])[CH:22]=[CH:21][C:20]=3[NH:26][C:27]/2=[O:28])[NH:13][C:12]=1[CH3:29])=[O:10])[CH2:4][CH3:5].[C:30]([O-:42])(=[O:41])[CH2:31][C:32]([CH2:37][C:38]([O-:40])=[O:39])([C:34]([O-:36])=[O:35])[OH:33], predict the reactants needed to synthesize it. The reactants are: [CH3:1][CH2:2][N:3]([CH2:6][CH2:7][NH:8][C:9]([C:11]1[C:15]([CH3:16])=[C:14](/[CH:17]=[C:18]2/[C:19]3[CH:24]=[C:23]([F:25])[CH:22]=[CH:21][C:20]=3[NH:26][C:27]/2=[O:28])[NH:13][C:12]=1[CH3:29])=[O:10])[CH2:4][CH3:5].[C:30]([OH:42])(=[O:41])[CH2:31][C:32]([CH2:37][C:38]([OH:40])=[O:39])([C:34]([OH:36])=[O:35])[OH:33].CO.